This data is from Reaction yield outcomes from USPTO patents with 853,638 reactions. The task is: Predict the reaction yield, written as a fraction of the theoretical maximum amount of product (1.0 means a 100% yield; for example, 0.34 means a 34% yield). (1) The reactants are [Br:1][C:2]1[CH:3]=[C:4]([CH:16]=[CH:17][C:18]=1[Cl:19])[C:5]([N:7]([C:9]1[CH:14]=[CH:13][CH:12]=[CH:11][C:10]=1[OH:15])[CH3:8])=[O:6].[CH3:20][O:21][C:22](=[O:25])[CH2:23]Br.C([O-])([O-])=O.[K+].[K+]. The catalyst is CN(C=O)C. The product is [CH3:20][O:21][C:22](=[O:25])[CH2:23][O:15][C:10]1[CH:11]=[CH:12][CH:13]=[CH:14][C:9]=1[N:7]([C:5](=[O:6])[C:4]1[CH:16]=[CH:17][C:18]([Cl:19])=[C:2]([Br:1])[CH:3]=1)[CH3:8]. The yield is 0.720. (2) The product is [F:15][C:11]1[CH:10]=[C:9]2[C:14](=[CH:13][CH:12]=1)[N:5]([CH2:4][CH2:3][CH2:2][N:24]1[CH2:25][CH2:26][CH:21]([O:20][CH2:17][CH2:18][CH3:19])[CH2:22][CH2:23]1)[C:6](=[O:16])[CH2:7][CH2:8]2. The catalyst is CC#N. The reactants are Cl[CH2:2][CH2:3][CH2:4][N:5]1[C:14]2[C:9](=[CH:10][C:11]([F:15])=[CH:12][CH:13]=2)[CH2:8][CH2:7][C:6]1=[O:16].[CH2:17]([O:20][CH:21]1[CH2:26][CH2:25][NH:24][CH2:23][CH2:22]1)[CH2:18][CH3:19].C([O-])([O-])=O.[K+].[K+]. The yield is 0.470. (3) The yield is 0.910. The reactants are [BH3-]C#N.[Na+].[Cl:5][C:6]1[CH:12]=[CH:11][C:9]([NH2:10])=[C:8]([O:13][C:14]2[CH:19]=[CH:18][C:17]([O:20][CH3:21])=[CH:16][CH:15]=2)[CH:7]=1.[C:22]([N:29]1[CH2:35][CH2:34][CH2:33][C@H:30]1[CH:31]=O)([O:24][C:25]([CH3:28])([CH3:27])[CH3:26])=[O:23]. The catalyst is CO.CC(O)=O. The product is [C:25]([O:24][C:22]([N:29]1[CH2:35][CH2:34][CH2:33][C@H:30]1[CH2:31][NH:10][C:9]1[CH:11]=[CH:12][C:6]([Cl:5])=[CH:7][C:8]=1[O:13][C:14]1[CH:19]=[CH:18][C:17]([O:20][CH3:21])=[CH:16][CH:15]=1)=[O:23])([CH3:28])([CH3:26])[CH3:27]. (4) The reactants are [F:1][C:2]1[CH:7]=[C:6]([F:8])[CH:5]=[CH:4][C:3]=1[OH:9].[Na+].[I-:11].[OH-].[Na+].[O-]Cl.[Na+].[O-]S([O-])(=S)=O.[Na+].[Na+].Cl. The catalyst is CO. The product is [F:1][C:2]1[CH:7]=[C:6]([F:8])[CH:5]=[C:4]([I:11])[C:3]=1[OH:9]. The yield is 0.412. (5) The yield is 0.650. The catalyst is CS(C)=O. The product is [NH2:9][C:8]1[O:20][C:19]([C:18]2[C:17]([C:12]3[CH:13]=[CH:14][CH:15]=[CH:16][C:11]=3[F:10])=[CH:26][N:25]=[CH:24][C:23]=2[NH:27][C:28]2[CH:33]=[CH:32][C:31]([I:34])=[CH:30][C:29]=2[F:35])=[N:21][N:22]=1. The reactants are C1(O[C:8]#[N:9])C=CC=CC=1.[F:10][C:11]1[CH:16]=[CH:15][CH:14]=[CH:13][C:12]=1[C:17]1[CH:26]=[N:25][CH:24]=[C:23]([NH:27][C:28]2[CH:33]=[CH:32][C:31]([I:34])=[CH:30][C:29]=2[F:35])[C:18]=1[C:19]([NH:21][NH2:22])=[O:20]. (6) No catalyst specified. The yield is 0.532. The product is [NH2:38][C:2](=[O:1])[CH2:3][N:4]([CH2:8][C:9]1[S:13][CH:12]=[C:11]([C:14]2[CH:15]=[C:16]3[C:20](=[C:21]([C:23]([NH2:25])=[O:24])[CH:22]=2)[NH:19][CH:18]=[C:17]3[CH:26]2[CH2:27][CH2:28][N:29]([S:32]([CH:35]([CH3:36])[CH3:37])(=[O:33])=[O:34])[CH2:30][CH2:31]2)[CH:10]=1)[CH3:5]. The reactants are [OH:1][CH2:2][C@H:3]1CC[CH2:5][N:4]1[CH2:8][C:9]1[S:13][CH:12]=[C:11]([C:14]2[CH:15]=[C:16]3[C:20](=[C:21]([C:23]([NH2:25])=[O:24])[CH:22]=2)[NH:19][CH:18]=[C:17]3[CH:26]2[CH2:31][CH2:30][N:29]([S:32]([CH:35]([CH3:37])[CH3:36])(=[O:34])=[O:33])[CH2:28][CH2:27]2)[CH:10]=1.[NH:38]1CCC[C@@H]1CO. (7) The reactants are [F:1][C:2]1[CH:3]=[C:4]([C:30]2[C:31]([C:36]#[N:37])=[CH:32][CH:33]=[CH:34][CH:35]=2)[CH:5]=[CH:6][C:7]=1[CH2:8][C:9]1[C:10](=[O:29])[N:11]([C@H:22]2[CH2:27][CH2:26][C@H:25]([OH:28])[CH2:24][CH2:23]2)[C:12]2[N:13]([N:18]=[C:19]([CH3:21])[N:20]=2)[C:14]=1[CH2:15][CH2:16][CH3:17].C(O[C:41](=O)[CH:42](C)[CH2:43][N+:44]#N)C.[OH-:48].[Na+].Cl. The catalyst is O1CCCC1.CO.C([O-])(=O)C.[Rh+].C1(C)C=CC=CC=1. The product is [C:36]([C:31]1[CH:32]=[CH:33][CH:34]=[CH:35][C:30]=1[C:4]1[CH:5]=[CH:6][C:7]([CH2:8][C:9]2[C:10](=[O:29])[N:11]([C@H:22]3[CH2:23][CH2:24][C@H:25]([O:28][CH:42]([CH3:41])[C:43]([NH2:44])=[O:48])[CH2:26][CH2:27]3)[C:12]3[N:13]([N:18]=[C:19]([CH3:21])[N:20]=3)[C:14]=2[CH2:15][CH2:16][CH3:17])=[C:2]([F:1])[CH:3]=1)#[N:37]. The yield is 0.650. (8) The reactants are [CH:1]1[C:6]([CH2:7][C:8]([OH:10])=O)=[CH:5][N:4]=[C:3](Cl)[CH:2]=1.Cl.ClCCl.C([O-])(O)=[O:17].[Na+].[CH3:21][OH:22]. The catalyst is [OH-].[K+]. The product is [CH3:21][O:22][C:8](=[O:10])[CH2:7][C:6]1[CH:1]=[CH:2][C:3](=[O:17])[NH:4][CH:5]=1. The yield is 1.00. (9) The catalyst is C(O)C. The yield is 0.940. The product is [C:1]([O:5][C:6]([N:8]([CH2:20][C:21]([NH:26][NH2:27])=[O:22])[CH:9]1[CH2:10][N:11]([C:13]([O:15][C:16]([CH3:19])([CH3:18])[CH3:17])=[O:14])[CH2:12]1)=[O:7])([CH3:4])([CH3:3])[CH3:2]. The reactants are [C:1]([O:5][C:6]([N:8]([CH2:20][C:21](OCC)=[O:22])[CH:9]1[CH2:12][N:11]([C:13]([O:15][C:16]([CH3:19])([CH3:18])[CH3:17])=[O:14])[CH2:10]1)=[O:7])([CH3:4])([CH3:3])[CH3:2].[NH2:26][NH2:27]. (10) The reactants are Cl[CH2:2][CH2:3][O:4][C:5]1[C:13]2[C:8](=[N:9][CH:10]=[N:11][C:12]=2[NH:14][C:15]2[CH:20]=[CH:19][C:18]([O:21][CH2:22][C:23]3[CH:28]=[CH:27][CH:26]=[CH:25][N:24]=3)=[C:17]([Cl:29])[CH:16]=2)[NH:7][N:6]=1.[NH:30]1[CH2:35][CH2:34][NH:33][CH2:32][C:31]1=[O:36]. No catalyst specified. The product is [Cl:29][C:17]1[CH:16]=[C:15]([NH:14][C:12]2[N:11]=[CH:10][N:9]=[C:8]3[NH:7][N:6]=[C:5]([O:4][CH2:3][CH2:2][N:33]4[CH2:34][CH2:35][NH:30][C:31](=[O:36])[CH2:32]4)[C:13]=23)[CH:20]=[CH:19][C:18]=1[O:21][CH2:22][C:23]1[CH:28]=[CH:27][CH:26]=[CH:25][N:24]=1. The yield is 0.280.